Task: Predict the reactants needed to synthesize the given product.. Dataset: Full USPTO retrosynthesis dataset with 1.9M reactions from patents (1976-2016) (1) Given the product [Br:27][C:28]1[CH:29]=[C:30]2[C:35](=[CH:36][CH:37]=1)[N:34]=[C:33]([O:38][CH:8]1[CH2:9][CH2:10][CH:5]([C:1]([CH3:4])([CH3:3])[CH3:2])[CH2:6][CH2:7]1)[CH:32]=[CH:31]2, predict the reactants needed to synthesize it. The reactants are: [C:1]([C@H:5]1[CH2:10][CH2:9][C@H:8](OC2C=C3C(=CC=2)N=C(C)C=C3C(F)(F)F)[CH2:7][CH2:6]1)([CH3:4])([CH3:3])[CH3:2].[Br:27][C:28]1[CH:29]=[C:30]2[C:35](=[CH:36][CH:37]=1)[N:34]=[C:33]([OH:38])[CH:32]=[CH:31]2.O=O. (2) Given the product [F:1][C:2]1[CH:7]=[CH:6][CH:5]=[CH:4][C:3]=1[NH:8][N:9]=[CH:10][CH:11]=[C:17]1[C:18](=[O:20])[O:19][C:14]([CH3:22])([CH3:13])[O:15][C:16]1=[O:21], predict the reactants needed to synthesize it. The reactants are: [F:1][C:2]1[CH:7]=[CH:6][CH:5]=[CH:4][C:3]=1[NH:8][N:9]=[CH:10][CH:11]=O.[CH3:13][C:14]1([CH3:22])[O:19][C:18](=[O:20])[CH2:17][C:16](=[O:21])[O:15]1. (3) Given the product [C:1]([CH2:3][C:4]1([N:21]2[CH:25]=[C:24]([C:26]3[C:27]4[CH:34]=[CH:33][NH:32][C:28]=4[N:29]=[CH:30][N:31]=3)[CH:23]=[N:22]2)[CH2:7][N:6]([C:8]2[CH:19]=[CH:18][C:11]([C:12]([NH:14][CH:15]([CH3:17])[CH3:16])=[O:13])=[C:10]([F:20])[CH:9]=2)[CH2:5]1)#[N:2], predict the reactants needed to synthesize it. The reactants are: [C:1]([CH2:3][C:4]1([N:21]2[CH:25]=[C:24]([C:26]3[C:27]4[CH:34]=[CH:33][N:32](COCC[Si](C)(C)C)[C:28]=4[N:29]=[CH:30][N:31]=3)[CH:23]=[N:22]2)[CH2:7][N:6]([C:8]2[CH:19]=[CH:18][C:11]([C:12]([NH:14][CH:15]([CH3:17])[CH3:16])=[O:13])=[C:10]([F:20])[CH:9]=2)[CH2:5]1)#[N:2].FC(F)(F)C(O)=O. (4) Given the product [F:32][CH:30]([F:31])[C:26]1[C:25]([C:33]([NH:13][C:9]2[C:8]3[CH:4]([CH:1]([CH3:3])[CH3:2])[O:5][C:6]([CH3:15])([CH3:14])[C:7]=3[CH:12]=[CH:11][CH:10]=2)=[O:34])=[C:24]([F:23])[N:28]([CH3:29])[N:27]=1, predict the reactants needed to synthesize it. The reactants are: [CH:1]([CH:4]1[C:8]2[C:9]([NH2:13])=[CH:10][CH:11]=[CH:12][C:7]=2[C:6]([CH3:15])([CH3:14])[O:5]1)([CH3:3])[CH3:2].C(N(CC)CC)C.[F:23][C:24]1[N:28]([CH3:29])[N:27]=[C:26]([CH:30]([F:32])[F:31])[C:25]=1[C:33](Cl)=[O:34]. (5) Given the product [Cl:9][C:10]1[CH:11]=[C:12]2[C:16](=[CH:17][CH:18]=1)[N:15]([CH2:19][C:20]([OH:22])=[O:21])[C:14]([CH2:23][N:2]1[CH2:6][CH2:5][CH2:4][CH2:3]1)=[C:13]2[C:24]1[C:33]2[CH2:32][CH:31]=[C:30]([Cl:34])[CH2:29][C:28]=2[N:27]=[CH:26][CH:25]=1, predict the reactants needed to synthesize it. The reactants are: Br[N:2]1[C:6](=O)[CH2:5][CH2:4][C:3]1=O.[Cl:9][C:10]1[CH:11]=[C:12]2[C:16](=[CH:17][CH:18]=1)[N:15]([CH2:19][C:20]([OH:22])=[O:21])[C:14]([CH3:23])=[C:13]2[C:24]1[C:33]2[C:28](=[CH:29][C:30]([Cl:34])=[CH:31][CH:32]=2)[N:27]=[CH:26][CH:25]=1.N1CCCC1. (6) Given the product [OH:19][CH2:18][C:16]1[CH:15]=[CH:14][C:13]2/[C:7](=[C:3](/[CH2:4][CH2:5][CH3:6])\[C:1]#[N:2])/[C:8]3[CH:27]=[CH:26][CH:25]=[CH:24][C:9]=3[O:10][CH2:11][C:12]=2[CH:17]=1, predict the reactants needed to synthesize it. The reactants are: [C:1](/[C:3](=[C:7]1/[C:8]2[CH:27]=[CH:26][CH:25]=[CH:24][C:9]=2[O:10][CH2:11][C:12]2[CH:17]=[C:16]([C:18](OCCC)=[O:19])[CH:15]=[CH:14][C:13]/1=2)/[CH2:4][CH2:5][CH3:6])#[N:2].C(/C(=C1\C2C=CC=CC=2OCC2C=C(C(OCCC)=O)C=CC\1=2)/CCC)#N.C(C1(/C=C2\C3C=CC=CC=3OCC3C=C(C(OCCC)=O)C=CC\2=3)CC1)#N. (7) Given the product [C:15]([C:17]1[CH:25]=[CH:24][C:20]([C:21]([NH:14][CH2:13][C@H:10]2[CH2:11][CH2:12][C@@H:7]([C:1]3[CH:6]=[CH:5][CH:4]=[CH:3][CH:2]=3)[CH2:8][CH2:9]2)=[O:22])=[CH:19][CH:18]=1)#[N:16], predict the reactants needed to synthesize it. The reactants are: [C:1]1([C@@H:7]2[CH2:12][CH2:11][C@H:10]([CH2:13][NH2:14])[CH2:9][CH2:8]2)[CH:6]=[CH:5][CH:4]=[CH:3][CH:2]=1.[C:15]([C:17]1[CH:25]=[CH:24][C:20]([C:21](Cl)=[O:22])=[CH:19][CH:18]=1)#[N:16].CCN(CC)CC.